This data is from Peptide-MHC class I binding affinity with 185,985 pairs from IEDB/IMGT. The task is: Regression. Given a peptide amino acid sequence and an MHC pseudo amino acid sequence, predict their binding affinity value. This is MHC class I binding data. (1) The peptide sequence is THYSGNIVH. The MHC is HLA-B40:01 with pseudo-sequence HLA-B40:01. The binding affinity (normalized) is 0.0847. (2) The peptide sequence is TRSFTTHFL. The MHC is HLA-A25:01 with pseudo-sequence HLA-A25:01. The binding affinity (normalized) is 0.0847. (3) The peptide sequence is EAKQLATLR. The MHC is HLA-A68:01 with pseudo-sequence HLA-A68:01. The binding affinity (normalized) is 0.661. (4) The peptide sequence is DSKGISHFY. The MHC is HLA-A26:01 with pseudo-sequence HLA-A26:01. The binding affinity (normalized) is 0.325.